Dataset: Reaction yield outcomes from USPTO patents with 853,638 reactions. Task: Predict the reaction yield, written as a fraction of the theoretical maximum amount of product (1.0 means a 100% yield; for example, 0.34 means a 34% yield). (1) The reactants are I.[NH2:2][NH:3][C:4]([NH:7][CH3:8])=[N:5][CH3:6].Cl.[C:10](Cl)(=O)[C:11]1[CH:16]=[CH:15][N:14]=[CH:13][CH:12]=1.C([O-])([O-])=O.[K+].[K+]. The catalyst is N1C=CC=CC=1. The product is [CH3:8][NH:7][C:4]1[N:5]([CH3:6])[C:10]([C:11]2[CH:16]=[CH:15][N:14]=[CH:13][CH:12]=2)=[N:2][N:3]=1. The yield is 0.260. (2) The yield is 0.640. The catalyst is O1CCOCC1.O.C1C=CC([P]([Pd]([P](C2C=CC=CC=2)(C2C=CC=CC=2)C2C=CC=CC=2)([P](C2C=CC=CC=2)(C2C=CC=CC=2)C2C=CC=CC=2)[P](C2C=CC=CC=2)(C2C=CC=CC=2)C2C=CC=CC=2)(C2C=CC=CC=2)C2C=CC=CC=2)=CC=1. The reactants are C([C:5]1(B2OC(C)(C)C(C)(C)O2)[CH:9]=[CH:8][CH2:7][N:6]1[C:10]([O-:12])=[O:11])(C)(C)C.C([O-])([O-])=O.[K+].[K+].Cl[C:29]1[N:34]=[C:33]([C:35]2[CH:40]=[CH:39][C:38]([O:41][C:42]3[CH:47]=[CH:46][CH:45]=[CH:44][CH:43]=3)=[CH:37][CH:36]=2)[C:32]([C:48]([NH2:50])=[O:49])=[CH:31][N:30]=1. The product is [C:32]([O:12][C:10]([N:6]1[CH2:5][CH:9]=[C:8]([C:29]2[N:34]=[C:33]([C:35]3[CH:40]=[CH:39][C:38]([O:41][C:42]4[CH:47]=[CH:46][CH:45]=[CH:44][CH:43]=4)=[CH:37][CH:36]=3)[C:32]([C:48](=[O:49])[NH2:50])=[CH:31][N:30]=2)[CH2:7]1)=[O:11])([CH3:48])([CH3:33])[CH3:31]. (3) The reactants are [Cl-].[NH4+].[CH3:3][O:4][C:5]1[CH:6]=[C:7]([CH:10]=[C:11]([O:15][CH3:16])[C:12]=1[O:13][CH3:14])C=O.CCN(CC)CC.O.[CH:25]([O:30][CH3:31])([O:28][CH3:29])OC. The catalyst is CO. The product is [CH3:31][O:30][CH:25]([O:28][CH3:29])[C:7]1[CH:6]=[C:5]([O:4][CH3:3])[C:12]([O:13][CH3:14])=[C:11]([O:15][CH3:16])[CH:10]=1. The yield is 0.990.